This data is from Full USPTO retrosynthesis dataset with 1.9M reactions from patents (1976-2016). The task is: Predict the reactants needed to synthesize the given product. (1) Given the product [NH2:1][CH2:4][C:5]1[CH:6]=[CH:7][C:8]2[C:14]3[S:15][C:16]([C:18]([N:20]([C:22]4[CH:27]=[CH:26][CH:25]=[CH:24][C:23]=4[Cl:28])[CH3:21])=[O:19])=[CH:17][C:13]=3[CH2:12][CH2:11][O:10][C:9]=2[CH:29]=1, predict the reactants needed to synthesize it. The reactants are: [N:1]([CH2:4][C:5]1[CH:6]=[CH:7][C:8]2[C:14]3[S:15][C:16]([C:18]([N:20]([C:22]4[CH:27]=[CH:26][CH:25]=[CH:24][C:23]=4[Cl:28])[CH3:21])=[O:19])=[CH:17][C:13]=3[CH2:12][CH2:11][O:10][C:9]=2[CH:29]=1)=[N+]=[N-]. (2) The reactants are: [C:1]([O:5][C:6](=[O:22])[NH:7][CH2:8][CH2:9][CH2:10][C@@H]1CCC2C(=CC=C(Br)C=2)C1)([CH3:4])([CH3:3])[CH3:2].[C:32](P([C:32]([CH3:35])([CH3:34])[CH3:33])[C:32]([CH3:35])([CH3:34])[CH3:33])([CH3:35])([CH3:34])[CH3:33].O. Given the product [C:1]([O:5][C:6](=[O:22])[N:7]([C@H:1]1[CH2:3][CH2:33][C:32]2[C:34](=[CH:10][CH:9]=[C:8]([NH2:7])[CH:35]=2)[CH2:2]1)[CH2:8][CH2:9][CH3:10])([CH3:2])([CH3:3])[CH3:4], predict the reactants needed to synthesize it. (3) Given the product [CH3:1][C:2]1[C:3]([NH:22][C@@H:23]2[CH2:28][CH2:27][CH2:26][NH:25][CH2:24]2)=[N:4][C:5]2[C:10](=[CH:9][CH:8]=[CH:7][C:6]=2[C:12]2[NH:20][C:19]3[CH2:18][CH2:17][NH:16][C:15](=[O:21])[C:14]=3[CH:13]=2)[N:11]=1, predict the reactants needed to synthesize it. The reactants are: [CH3:1][C:2]1[C:3]([NH:22][C@@H:23]2[CH2:28][CH2:27][CH2:26][N:25](C(OC(C)(C)C)=O)[CH2:24]2)=[N:4][C:5]2[C:10]([N:11]=1)=[CH:9][CH:8]=[CH:7][C:6]=2[C:12]1[NH:20][C:19]2[CH2:18][CH2:17][NH:16][C:15](=[O:21])[C:14]=2[CH:13]=1.C(O)(C(F)(F)F)=O. (4) Given the product [Cl:22][C:14]1[C:15]([F:21])=[CH:16][CH:17]=[C:18]([O:19][CH3:20])[C:13]=1[C@H:11]([C:10]1[C:4]2[C:5](=[N:6][CH:7]=[C:2]([C:33]3[C:32]([CH3:45])=[N:31][N:30]([CH2:29][C@@H:27]([OH:28])[CH2:26][OH:25])[C:34]=3[CH3:35])[CH:3]=2)[NH:8][CH:9]=1)[CH3:12].[ClH:54], predict the reactants needed to synthesize it. The reactants are: Br[C:2]1[CH:3]=[C:4]2[C:10]([C@@H:11]([C:13]3[C:18]([O:19][CH3:20])=[CH:17][CH:16]=[C:15]([F:21])[C:14]=3[Cl:22])[CH3:12])=[CH:9][NH:8][C:5]2=[N:6][CH:7]=1.CC1(C)[O:28][C@H:27]([CH2:29][N:30]2[C:34]([CH3:35])=[C:33](B3OC(C)(C)C(C)(C)O3)[C:32]([CH3:45])=[N:31]2)[CH2:26][O:25]1.C([O-])([O-])=O.[K+].[K+].O.[ClH:54].CCOCC.